This data is from Full USPTO retrosynthesis dataset with 1.9M reactions from patents (1976-2016). The task is: Predict the reactants needed to synthesize the given product. (1) Given the product [Br:1][C:2]1[CH:3]=[CH:4][C:5]([C:8]2[CH2:12][C@H:11]([CH2:13][Cl:49])[O:10][N:9]=2)=[N:6][CH:7]=1, predict the reactants needed to synthesize it. The reactants are: [Br:1][C:2]1[CH:3]=[CH:4][C:5]([C:8]2[CH2:12][CH:11]([CH2:13]O)[O:10][N:9]=2)=[N:6][CH:7]=1.BrC1C=CC(C2C[C@H](CO)ON=2)=NC=1.C1(P(C2C=CC=CC=2)C2C=CC=CC=2)C=CC=CC=1.C(Cl)(Cl)(Cl)[Cl:49]. (2) Given the product [CH:1]1([NH:4][C:5]2[C:10]([C:11]([NH2:13])=[O:12])=[CH:9][N:8]=[C:7]([NH:14][C:15]3[CH:20]=[CH:19][C:18]([CH:21]4[CH2:26][CH2:25][N:24]([C:27]5[CH:32]=[CH:31][CH:30]=[CH:29][CH:28]=5)[CH2:23][CH2:22]4)=[CH:17][CH:16]=3)[N:6]=2)[CH2:3][CH2:2]1, predict the reactants needed to synthesize it. The reactants are: [CH:1]1([NH:4][C:5]2[C:10]([C:11]([NH2:13])=[O:12])=[CH:9][N:8]=[C:7]([NH:14][C:15]3[CH:20]=[CH:19][C:18]([CH:21]4[CH2:26][CH2:25][NH:24][CH2:23][CH2:22]4)=[CH:17][CH:16]=3)[N:6]=2)[CH2:3][CH2:2]1.[C:27]1(B(O)O)[CH:32]=[CH:31][CH:30]=[CH:29][CH:28]=1. (3) The reactants are: [CH2:1]([O:8][C:9]1[C:10]([C:29]([OH:31])=O)=[N:11][C:12]([CH2:16][C:17]2[CH:22]=[CH:21][CH:20]=[CH:19][C:18]=2[C:23]2[CH:28]=[CH:27][CH:26]=[CH:25][CH:24]=2)=[N:13][C:14]=1[OH:15])[C:2]1[CH:7]=[CH:6][CH:5]=[CH:4][CH:3]=1.[Si:32]([O:39][CH2:40][CH2:41][NH:42][CH3:43])([C:35]([CH3:38])([CH3:37])[CH3:36])([CH3:34])[CH3:33].O=P(Cl)(Cl)Cl.O. Given the product [Si:32]([O:39][CH2:40][CH2:41][N:42]([CH3:43])[C:29]([C:10]1[C:9]([O:8][CH2:1][C:2]2[CH:3]=[CH:4][CH:5]=[CH:6][CH:7]=2)=[C:14]([OH:15])[N:13]=[C:12]([CH2:16][C:17]2[CH:22]=[CH:21][CH:20]=[CH:19][C:18]=2[C:23]2[CH:24]=[CH:25][CH:26]=[CH:27][CH:28]=2)[N:11]=1)=[O:31])([C:35]([CH3:38])([CH3:37])[CH3:36])([CH3:33])[CH3:34], predict the reactants needed to synthesize it. (4) Given the product [CH2:1]([N:3]([CH2:9][CH3:10])[CH2:4][C:5]#[C:6][CH:7]=[O:8])[CH3:2], predict the reactants needed to synthesize it. The reactants are: [CH2:1]([N:3]([CH2:9][CH3:10])[CH2:4][C:5]#[C:6][CH2:7][OH:8])[CH3:2]. (5) Given the product [Cl:20][C:17]1[CH:18]=[CH:19][C:11]([S:10][C:5]2[CH:6]=[CH:7][CH:8]=[CH:9][C:4]=2[CH2:1][OH:2])=[C:12]([CH2:13][OH:14])[CH:16]=1, predict the reactants needed to synthesize it. The reactants are: [C:1]([C:4]1[CH:9]=[CH:8][CH:7]=[CH:6][C:5]=1[S:10][C:11]1[CH:19]=[CH:18][C:17]([Cl:20])=[CH:16][C:12]=1[C:13](O)=[O:14])(O)=[O:2].C(C1C=CC=C([N+]([O-])=O)C=1SC1C=CC(F)=CC=1C(O)=O)(O)=O.B.